Dataset: Full USPTO retrosynthesis dataset with 1.9M reactions from patents (1976-2016). Task: Predict the reactants needed to synthesize the given product. (1) Given the product [F:6][C:7]1[CH:12]=[CH:11][C:10]([NH:13][C:14]([C:16]2[O:20][C:19]([CH3:21])=[N:18][C:17]=2[CH3:22])=[O:15])=[CH:9][C:8]=1[C:23]1[N:24]=[C:25]2[N:30]=[CH:29][C:28]([O:31][CH2:2][CH2:3][O:4][CH3:5])=[CH:27][N:26]2[CH:32]=1, predict the reactants needed to synthesize it. The reactants are: Br[CH2:2][CH2:3][O:4][CH3:5].[F:6][C:7]1[CH:12]=[CH:11][C:10]([NH:13][C:14]([C:16]2[O:20][C:19]([CH3:21])=[N:18][C:17]=2[CH3:22])=[O:15])=[CH:9][C:8]=1[C:23]1[N:24]=[C:25]2[N:30]=[CH:29][C:28]([OH:31])=[CH:27][N:26]2[CH:32]=1.C([O-])([O-])=O.[K+].[K+]. (2) Given the product [F:15][C:12]1[CH:13]=[CH:14][C:9]([N:7]2[C:6](=[O:16])[CH:5]=[C:4]([CH3:17])[C:3]([CH2:2][N:22]3[CH:23]=[CH:24][C:20]([C:19]([F:26])([F:25])[F:18])=[N:21]3)=[N:8]2)=[CH:10][CH:11]=1, predict the reactants needed to synthesize it. The reactants are: Br[CH2:2][C:3]1[C:4]([CH3:17])=[CH:5][C:6](=[O:16])[N:7]([C:9]2[CH:14]=[CH:13][C:12]([F:15])=[CH:11][CH:10]=2)[N:8]=1.[F:18][C:19]([F:26])([F:25])[C:20]1[CH:24]=[CH:23][NH:22][N:21]=1.C(=O)([O-])[O-].[K+].[K+]. (3) Given the product [F:1][C:2]1[CH:3]=[CH:4][C:5]([C:8]2[C:9]([C:21]3[CH:26]=[CH:25][C:24](=[O:27])[N:23]([C:28]4[CH:33]=[CH:32][CH:31]=[CH:30][C:29]=4[CH3:34])[N:22]=3)=[C:10]3[N:15]([CH2:16][CH2:17][CH2:18][OH:19])[CH2:14][CH2:13][N:11]3[N:12]=2)=[CH:6][CH:7]=1, predict the reactants needed to synthesize it. The reactants are: [F:1][C:2]1[CH:7]=[CH:6][C:5]([C:8]2[C:9]([C:21]3[CH:26]=[CH:25][C:24](=[O:27])[N:23]([C:28]4[CH:33]=[CH:32][CH:31]=[CH:30][C:29]=4[CH3:34])[N:22]=3)=[C:10]3[N:15]([CH2:16][CH2:17][C:18](O)=[O:19])[CH2:14][CH2:13][N:11]3[N:12]=2)=[CH:4][CH:3]=1.[BH4-].[Na+].ClCCl.C([O-])(O)=O.[Na+]. (4) Given the product [CH3:1][C:2](=[CH:5][CH2:6][CH2:7][CH2:8][CH2:9][CH3:10])[CH:3]([OH:4])[CH2:12][CH3:13], predict the reactants needed to synthesize it. The reactants are: [CH3:1][C:2](=[CH:5][CH2:6][CH2:7][CH2:8][CH2:9][CH2:10]C)[CH:3]=[O:4].[CH2:12]([Mg]Br)[CH3:13]. (5) Given the product [CH2:1]([N:8]1[C:16]2[C:11](=[CH:16][C:11]([CH:10]=[O:19])=[CH:14][CH:15]=2)[C:10]([CH2:20][C:21]([N:23]([CH3:24])[CH3:25])=[O:22])([OH:19])[C:9]1=[O:26])[C:2]1[CH:7]=[CH:6][CH:5]=[CH:4][CH:3]=1, predict the reactants needed to synthesize it. The reactants are: [CH2:1]([N:8]1[C:16]2[C:11](=C(C)C(O)=[CH:14][CH:15]=2)[C:10]([CH2:20][C:21]([N:23]([CH3:25])[CH3:24])=[O:22])([OH:19])[C:9]1=[O:26])[C:2]1[CH:7]=[CH:6][CH:5]=[CH:4][CH:3]=1. (6) The reactants are: [CH2:1]([N:8]([CH2:19][CH3:20])[C:9]1[C:10]([CH3:18])=[C:11]([CH:15]=[CH:16][CH:17]=1)[C:12]([OH:14])=O)[C:2]1[CH:7]=[CH:6][CH:5]=[CH:4][CH:3]=1.CCN(C(C)C)C(C)C.CN(C(ON1N=NC2C=CC=NC1=2)=[N+](C)C)C.F[P-](F)(F)(F)(F)F.[NH2:54][CH2:55][C:56]1[C:57](=[O:64])[NH:58][C:59]([CH3:63])=[CH:60][C:61]=1[CH3:62]. Given the product [CH2:1]([N:8]([CH2:19][CH3:20])[C:9]1[C:10]([CH3:18])=[C:11]([CH:15]=[CH:16][CH:17]=1)[C:12]([NH:54][CH2:55][C:56]1[C:57](=[O:64])[NH:58][C:59]([CH3:63])=[CH:60][C:61]=1[CH3:62])=[O:14])[C:2]1[CH:3]=[CH:4][CH:5]=[CH:6][CH:7]=1, predict the reactants needed to synthesize it. (7) Given the product [Cl:34][C:31]1[CH:32]=[CH:33][C:28]2[N:27]([CH3:35])[C:26](=[O:36])[CH2:25][N:24]=[C:23]([C:2]3[CH:7]=[CH:6][CH:5]=[C:4]([O:8][CH3:9])[N:3]=3)[C:29]=2[CH:30]=1, predict the reactants needed to synthesize it. The reactants are: Br[C:2]1[CH:7]=[CH:6][CH:5]=[C:4]([O:8][CH3:9])[N:3]=1.[Li]CCCC.B(OC)(OC)OC.Cl[C:23]1[C:29]2[CH:30]=[C:31]([Cl:34])[CH:32]=[CH:33][C:28]=2[N:27]([CH3:35])[C:26](=[O:36])[CH2:25][N:24]=1.[F-].[Cs+]. (8) Given the product [Cl:1][C:2]1[CH:10]=[C:9]2[C:5]([C:6]([CH2:14][CH2:15][CH2:16][O:17][C:18]3[CH:19]=[C:20]([CH3:26])[C:21]([Cl:25])=[C:22]([CH3:24])[CH:23]=3)=[C:7]([C:11]([NH:36][S:33]([C:27]3[CH:32]=[CH:31][CH:30]=[CH:29][CH:28]=3)(=[O:35])=[O:34])=[O:13])[NH:8]2)=[CH:4][CH:3]=1, predict the reactants needed to synthesize it. The reactants are: [Cl:1][C:2]1[CH:10]=[C:9]2[C:5]([C:6]([CH2:14][CH2:15][CH2:16][O:17][C:18]3[CH:23]=[C:22]([CH3:24])[C:21]([Cl:25])=[C:20]([CH3:26])[CH:19]=3)=[C:7]([C:11]([OH:13])=O)[NH:8]2)=[CH:4][CH:3]=1.[C:27]1([S:33]([NH2:36])(=[O:35])=[O:34])[CH:32]=[CH:31][CH:30]=[CH:29][CH:28]=1.